This data is from Forward reaction prediction with 1.9M reactions from USPTO patents (1976-2016). The task is: Predict the product of the given reaction. (1) Given the reactants [F:1][C:2]1[CH:3]=[CH:4][C:5]2[N:6]([CH:25]=1)[C:7](=[O:24])[CH:8]=[C:9]([CH:11]([NH:13][C:14](=[O:23])[O:15][CH2:16][C:17]1[CH:22]=[CH:21][CH:20]=[CH:19][CH:18]=1)[CH3:12])[N:10]=2.[Br:26]Br.O, predict the reaction product. The product is: [Br:26][C:8]1[C:7](=[O:24])[N:6]2[CH:25]=[C:2]([F:1])[CH:3]=[CH:4][C:5]2=[N:10][C:9]=1[CH:11]([NH:13][C:14](=[O:23])[O:15][CH2:16][C:17]1[CH:22]=[CH:21][CH:20]=[CH:19][CH:18]=1)[CH3:12]. (2) Given the reactants [CH3:1][C:2]1[CH:3]=[CH:4][C:5]([C:8]2[C:12]3[C:13]([CH3:19])=[CH:14][C:15]([CH3:18])=[C:16]([CH3:17])[C:11]=3[O:10][CH:9]=2)=[N:6][CH:7]=1, predict the reaction product. The product is: [CH3:1][C:2]1[CH:3]=[CH:4][C:5]([CH:8]2[C:12]3[C:13]([CH3:19])=[CH:14][C:15]([CH3:18])=[C:16]([CH3:17])[C:11]=3[O:10][CH2:9]2)=[N:6][CH:7]=1.